From a dataset of Full USPTO retrosynthesis dataset with 1.9M reactions from patents (1976-2016). Predict the reactants needed to synthesize the given product. Given the product [CH3:95][O:96][C:25]1[C:30]([O:31][C:32]2[CH:33]=[C:34]([NH:38][C:54](=[O:57])[CH:93]=[CH2:88])[CH:35]=[CH:36][CH:37]=2)=[N:29][C:28]([NH:12][C:9]2[CH:8]=[N:7][C:6]([N:5]([CH2:4][CH2:3][O:2][CH3:1])[CH3:13])=[CH:11][CH:10]=2)=[N:27][CH:26]=1, predict the reactants needed to synthesize it. The reactants are: [CH3:1][O:2][CH2:3][CH2:4][N:5]([CH3:13])[C:6]1[CH:11]=[CH:10][C:9]([NH2:12])=[CH:8][N:7]=1.C(OCN1[C:26]2[N:27]=[C:28](NC3C=CC(OCCOC)=C(F)C=3)[N:29]=[C:30]([O:31][C:32]3[CH:37]=[CH:36][CH:35]=[C:34]([N+:38]([O-])=O)[CH:33]=3)[C:25]=2C=C1)(=O)C(C)(C)C.[C:54]([O-:57])([O-])=O.[K+].[K+].C1(P([CH:88]2[CH2:93]CCCC2)C2C=CC=CC=2C2C(C(C)C)=CC(C(C)C)=CC=2C(C)C)CCCCC1.C[CH2:95][OH:96].